Dataset: Catalyst prediction with 721,799 reactions and 888 catalyst types from USPTO. Task: Predict which catalyst facilitates the given reaction. (1) Reactant: [C:1]1([N:7]2[C:19](=O)[C:18]3[C:17]4[CH:16]=[CH:15][CH:14]=[CH:13][C:12]=4[NH:11][CH2:10][C:9]=3[NH:8]2)[CH:6]=[CH:5][CH:4]=[CH:3][CH:2]=1.[O:21]1CCCC1.C([Li])CCC.[O:31]=[CH:32][CH2:33][CH:34]1[CH2:39][CH2:38][N:37]([C:40]([O:42][C:43]([CH3:46])([CH3:45])[CH3:44])=[O:41])[CH2:36][CH2:35]1. Product: [OH:31][CH:32]([C:19]1[N:7]([C:1]2[CH:6]=[CH:5][CH:4]=[CH:3][CH:2]=2)[N:8]=[C:9]2[C:18]=1[C:17]1[CH:16]=[CH:15][CH:14]=[CH:13][C:12]=1[NH:11][C:10]2=[O:21])[CH2:33][CH:34]1[CH2:35][CH2:36][N:37]([C:40]([O:42][C:43]([CH3:46])([CH3:45])[CH3:44])=[O:41])[CH2:38][CH2:39]1. The catalyst class is: 10. (2) Reactant: Br[CH:2]1[CH2:7][CH2:6][CH2:5][CH:4]=[CH:3]1.C(=O)([O-])[O-].[Cs+].[Cs+].[CH3:14][C:15]1[CH:16]=[C:17]([NH:26][C:27]2[N:32]=[C:31]([C:33]([F:36])([F:35])[F:34])[CH:30]=[CH:29][N:28]=2)[CH:18]=[C:19]([C:21]2[CH:22]=[N:23][NH:24][CH:25]=2)[CH:20]=1. Product: [CH:2]1([N:23]2[CH:22]=[C:21]([C:19]3[CH:18]=[C:17]([NH:26][C:27]4[N:32]=[C:31]([C:33]([F:36])([F:35])[F:34])[CH:30]=[CH:29][N:28]=4)[CH:16]=[C:15]([CH3:14])[CH:20]=3)[CH:25]=[N:24]2)[CH2:7][CH2:6][CH2:5][CH:4]=[CH:3]1. The catalyst class is: 31. (3) Reactant: Br[CH2:2][C:3]([O:5][C@H:6]([C:17]1[CH:22]=[CH:21][C:20]([O:23][CH:24]([F:26])[F:25])=[C:19]([O:27][CH2:28][CH:29]2[CH2:31][CH2:30]2)[CH:18]=1)[CH2:7][C:8]1[C:13]([Cl:14])=[CH:12][N+:11]([O-:15])=[CH:10][C:9]=1[Cl:16])=[O:4].BrCC(O[C@H](C1C=CC(OC(F)F)=C(OCC2CC2)C=1)CC1C(Cl)=CN=CC=1Cl)=O.C([O-])([O-])=O.[K+].[K+].[CH3:68][S:69]([NH:72][C:73]1[CH:82]=[CH:81][CH:80]=[CH:79][C:74]=1[C:75]([O:77][CH3:78])=[O:76])(=[O:71])=[O:70]. Product: [Cl:16][C:9]1[CH:10]=[N+:11]([O-:15])[CH:12]=[C:13]([Cl:14])[C:8]=1[CH2:7][C@@H:6]([C:17]1[CH:22]=[CH:21][C:20]([O:23][CH:24]([F:26])[F:25])=[C:19]([O:27][CH2:28][CH:29]2[CH2:31][CH2:30]2)[CH:18]=1)[O:5][C:3](=[O:4])[CH2:2][N:72]([C:73]1[CH:82]=[CH:81][CH:80]=[CH:79][C:74]=1[C:75]([O:77][CH3:78])=[O:76])[S:69]([CH3:68])(=[O:71])=[O:70]. The catalyst class is: 18.